Task: Binary Classification. Given a miRNA mature sequence and a target amino acid sequence, predict their likelihood of interaction.. Dataset: Experimentally validated miRNA-target interactions with 360,000+ pairs, plus equal number of negative samples (1) The miRNA is hsa-miR-4760-5p with sequence UUUAGAUUGAACAUGAAGUUAG. The protein sequence of the target gene is MGGCFCIPRERSLTRGPGKETPSKDPTVSSECIASSEYKEKCFLPQNINPDLTLSFCVKSRSRRCVNGPLQEAARRRLWALENEDQEVRMLFKDLSARLVSIQSQRAQFLITFKTMEEIWKFSTYLNLGYVSMCLEHLLFDHKYWLNCILVEDTEIQVSVDDKHLETIYLGLLIQEGHFFCRALCSVTPPAEKEGECLTLCKNELISVKMAEAGSELEGVSLVTGQRGLVLVSALEPLPLPFHQWFLKNYPGSCGLSRKRDWTGSYQIGRGRCKALTGYEPGEKDELNFYQGESIEIIGF.... Result: 1 (interaction). (2) The miRNA is hsa-miR-3123 with sequence CAGAGAAUUGUUUAAUC. The protein sequence of the target gene is MSKRNQVSYVRPAEPAFLARFKERVGYREGPTVETKRIQPQPPDEDGDHSDKEDEQPQVVVLKKGDLSVEEVMKIKAEIKAAKADEEPTPADGRIIYRKPVKHPSDEKYSGLTASSKKKKPNEDEVNQDSVKKNSQKQIKNSSLLSFDNEDENE. Result: 0 (no interaction). (3) The miRNA is hsa-miR-3130-3p with sequence GCUGCACCGGAGACUGGGUAA. The protein sequence of the target gene is MAMTGSTPCSSMSNHTKERVTMTKVTLENFYSNLIAQHEEREMRQKKLEKVMEEEGLKDEEKRLRRSAHARKETEFLRLKRTRLGLEDFESLKVIGRGAFGEVRLVQKKDTGHVYAMKILRKADMLEKEQVGHIRAERDILVEADSLWVVKMFYSFQDKLNLYLIMEFLPGGDMMTLLMKKDTLTEEETQFYIAETVLAIDSIHQLGFIHRDIKPDNLLLDSKGHVKLSDFGLCTGLKKAHRTEFYRNLNHSLPSDFTFQNMNSKRKAETWKRNRRQLAFSTVGTPDYIAPEVFMQTGYN.... Result: 0 (no interaction).